This data is from Reaction yield outcomes from USPTO patents with 853,638 reactions. The task is: Predict the reaction yield, written as a fraction of the theoretical maximum amount of product (1.0 means a 100% yield; for example, 0.34 means a 34% yield). (1) The reactants are C1N=CN(C(N2C=NC=C2)=O)C=1.[CH2:13]([O:15][P:16]([CH2:21][C:22]([OH:24])=O)([O:18][CH2:19][CH3:20])=[O:17])[CH3:14].[Br:25][C:26]1[CH:27]=[C:28]([NH:33][C:34]2[C:35]3[CH:43]=[C:42]([NH2:44])[N:41]=[CH:40][C:36]=3[N:37]=[CH:38][N:39]=2)[CH:29]=[CH:30][C:31]=1[Cl:32].CC(N(C)C)=O. The catalyst is C1COCC1.O.ClCCl.CO. The product is [Br:25][C:26]1[CH:27]=[C:28]([NH:33][C:34]2[C:35]3[CH:43]=[C:42]([NH:44][C:22](=[O:24])[CH2:21][P:16](=[O:17])([O:15][CH2:13][CH3:14])[O:18][CH2:19][CH3:20])[N:41]=[CH:40][C:36]=3[N:37]=[CH:38][N:39]=2)[CH:29]=[CH:30][C:31]=1[Cl:32]. The yield is 0.940. (2) The reactants are [OH-].[K+].CC(O)C.[C:7]([C:10]1[C:19]2[C:14](=[CH:15][CH:16]=[CH:17][CH:18]=2)[CH:13]=[CH:12][CH:11]=1)(=[O:9])[CH3:8].[H][H]. The catalyst is CC(O)C. The product is [C:10]1([C@H:7]([OH:9])[CH3:8])[C:19]2[C:14](=[CH:15][CH:16]=[CH:17][CH:18]=2)[CH:13]=[CH:12][CH:11]=1. The yield is 0.470. (3) The reactants are Br[C:2]1[O:6][C:5]([CH:7]=[O:8])=[CH:4][CH:3]=1.[CH3:9][O:10][C:11]([C:13]1[CH:18]=[CH:17][C:16](B(O)O)=[CH:15][CH:14]=1)=[O:12].[F-].[K+].C(P(C(C)(C)C)C(C)(C)C)(C)(C)C.CCCCCC. The catalyst is C1C=CC(/C=C/C(/C=C/C2C=CC=CC=2)=O)=CC=1.C1C=CC(/C=C/C(/C=C/C2C=CC=CC=2)=O)=CC=1.C1C=CC(/C=C/C(/C=C/C2C=CC=CC=2)=O)=CC=1.[Pd].[Pd].ClCCl. The product is [CH3:9][O:10][C:11](=[O:12])[C:13]1[CH:18]=[CH:17][C:16]([C:2]2[O:6][C:5]([CH:7]=[O:8])=[CH:4][CH:3]=2)=[CH:15][CH:14]=1. The yield is 0.810. (4) The reactants are [CH3:1][O:2][C:3]1[CH:4]=[C:5]([NH:15][C:16]([NH2:18])=[S:17])[CH:6]=[C:7]([C:9]2[CH:14]=[CH:13][CH:12]=[CH:11][CH:10]=2)[CH:8]=1.BrBr. The catalyst is C(Cl)(Cl)Cl. The product is [CH3:1][O:2][C:3]1[CH:8]=[C:7]([C:9]2[CH:14]=[CH:13][CH:12]=[CH:11][CH:10]=2)[C:6]2[S:17][C:16]([NH2:18])=[N:15][C:5]=2[CH:4]=1. The yield is 0.860. (5) The reactants are Cl[C:2]1[N:7]=[CH:6][N:5]=[C:4]([NH2:8])[CH:3]=1.[CH3:9][O:10][C:11]1[CH:12]=[C:13](B(O)O)[CH:14]=[CH:15][CH:16]=1.C([O-])([O-])=O.[Na+].[Na+]. The catalyst is COCCOC.CCO.O.Cl[Pd](Cl)([P](C1C=CC=CC=1)(C1C=CC=CC=1)C1C=CC=CC=1)[P](C1C=CC=CC=1)(C1C=CC=CC=1)C1C=CC=CC=1. The product is [CH3:9][O:10][C:11]1[CH:16]=[C:15]([C:2]2[N:7]=[CH:6][N:5]=[C:4]([NH2:8])[CH:3]=2)[CH:14]=[CH:13][CH:12]=1. The yield is 0.700. (6) The reactants are N12CCCN=C1CCCCC2.Cl.[NH2:13][CH2:14][C:15]1[CH:23]=[CH:22][CH:21]=[C:20]2[C:16]=1[C:17](=[O:33])[N:18]([CH:25]1[CH2:30][CH2:29][C:28](=[O:31])[NH:27][C:26]1=[O:32])[C:19]2=[O:24].[CH2:34]([N:37]=[C:38]=[O:39])[CH2:35][CH3:36]. The catalyst is CC#N. The product is [O:32]=[C:26]1[CH:25]([N:18]2[C:17](=[O:33])[C:16]3[C:20](=[CH:21][CH:22]=[CH:23][C:15]=3[CH2:14][NH:13][C:38]([NH:37][CH2:34][CH2:35][CH3:36])=[O:39])[C:19]2=[O:24])[CH2:30][CH2:29][C:28](=[O:31])[NH:27]1. The yield is 0.200. (7) The reactants are [NH2:1][N:2]1[C:6]([C:7]#[N:8])=[C:5]([C:9]2[CH:14]=[CH:13][CH:12]=[C:11]([O:15][CH2:16][C:17]3[CH:22]=[CH:21][CH:20]=[CH:19][CH:18]=3)[CH:10]=2)[CH:4]=[C:3]1[C:23](OCC)=[O:24].[BH4-].[Na+]. The catalyst is C(O)C. The product is [NH2:1][N:2]1[C:3]([CH2:23][OH:24])=[CH:4][C:5]([C:9]2[CH:14]=[CH:13][CH:12]=[C:11]([O:15][CH2:16][C:17]3[CH:18]=[CH:19][CH:20]=[CH:21][CH:22]=3)[CH:10]=2)=[C:6]1[C:7]#[N:8]. The yield is 1.00.